Predict the product of the given reaction. From a dataset of Forward reaction prediction with 1.9M reactions from USPTO patents (1976-2016). (1) Given the reactants [OH:1][C:2]1[CH:10]=[CH:9][CH:8]=[C:7]2[C:3]=1[CH:4]=[C:5]([CH3:11])[NH:6]2.[CH2:12]([O:14][C:15](=[O:21])[CH:16](Br)[CH:17]([CH3:19])[CH3:18])[CH3:13].C(=O)([O-])[O-].[K+].[K+], predict the reaction product. The product is: [CH2:12]([O:14][C:15](=[O:21])[CH:16]([O:1][C:2]1[CH:10]=[CH:9][CH:8]=[C:7]2[C:3]=1[CH:4]=[C:5]([CH3:11])[NH:6]2)[CH:17]([CH3:19])[CH3:18])[CH3:13]. (2) Given the reactants [Br:1][C:2]1[CH:7]=[CH:6][C:5]([OH:8])=[C:4]([N+:9]([O-:11])=[O:10])[CH:3]=1.Br[CH2:13][C:14]([O:16][CH3:17])=[O:15].C(=O)([O-])[O-].[K+].[K+], predict the reaction product. The product is: [CH3:17][O:16][C:14](=[O:15])[CH2:13][O:8][C:5]1[CH:6]=[CH:7][C:2]([Br:1])=[CH:3][C:4]=1[N+:9]([O-:11])=[O:10].